This data is from Forward reaction prediction with 1.9M reactions from USPTO patents (1976-2016). The task is: Predict the product of the given reaction. (1) Given the reactants N1C=CN=C1.[S:6]1[CH:10]=[CH:9][N:8]=[C:7]1[NH2:11].[S:12](Cl)(Cl)(=[O:14])=[O:13].Cl.[Br:18][C:19]1[CH:28]=[CH:27][CH:26]=[C:25]2[C:20]=1[CH2:21][CH2:22][NH:23][CH2:24]2.C(N(CC)CC)C.C(O)(=O)CC(CC(O)=O)(C(O)=O)O, predict the reaction product. The product is: [Br:18][C:19]1[CH:28]=[CH:27][CH:26]=[C:25]2[C:20]=1[CH2:21][CH2:22][N:23]([S:12]([NH:11][C:7]1[S:6][CH:10]=[CH:9][N:8]=1)(=[O:14])=[O:13])[CH2:24]2. (2) Given the reactants [F:1][C:2]1[CH:7]=[C:6]([F:8])[CH:5]=[CH:4][C:3]=1[C:9]1[C:18]([N:19]2[CH2:24][CH2:23][CH2:22][CH2:21][C@@H:20]2[CH3:25])=[N:17][C:16]2[C:11](=[CH:12][CH:13]=[C:14]([C:26]([O:28]C)=[O:27])[CH:15]=2)[N:10]=1.[OH-].[Na+], predict the reaction product. The product is: [F:1][C:2]1[CH:7]=[C:6]([F:8])[CH:5]=[CH:4][C:3]=1[C:9]1[C:18]([N:19]2[CH2:24][CH2:23][CH2:22][CH2:21][C@@H:20]2[CH3:25])=[N:17][C:16]2[C:11](=[CH:12][CH:13]=[C:14]([C:26]([OH:28])=[O:27])[CH:15]=2)[N:10]=1. (3) The product is: [CH2:1]([O:5][C:6](=[O:21])[CH2:7][CH2:8][CH2:9][CH2:10][C:11]1[CH:12]=[CH:13][C:14]2[NH:19][CH2:18][CH2:17][NH:16][C:15]=2[N:20]=1)[CH2:2][CH2:3][CH3:4]. Given the reactants [CH2:1]([O:5][C:6](=[O:21])[CH2:7][CH2:8][C:9]#[C:10][C:11]1[CH:12]=[CH:13][C:14]2[C:15]([N:20]=1)=[N:16][CH:17]=[CH:18][N:19]=2)[CH2:2][CH2:3][CH3:4].C(N(CC)CC)C, predict the reaction product. (4) Given the reactants [O:1]1[C:5]2[CH:6]=[CH:7][CH:8]=[CH:9][C:4]=2[C:3]([CH2:10][S:11]([O-:14])(=O)=[O:12])=[N:2]1.[Na+].P(Cl)(Cl)(Cl)=O.[NH3:21], predict the reaction product. The product is: [O:1]1[C:5]2[CH:6]=[CH:7][CH:8]=[CH:9][C:4]=2[C:3]([CH2:10][S:11]([NH2:21])(=[O:14])=[O:12])=[N:2]1. (5) Given the reactants [CH3:1][NH:2][C:3]1[C:8]([NH2:9])=[CH:7][CH:6]=[CH:5][N:4]=1.[CH2:10]([O:12][CH:13]([O:18][CH2:19][CH3:20])C(=N)OC)[CH3:11].[C:21](O)(=O)C.O.C1(C)C=CC(S(O)(=O)=O)=CC=1, predict the reaction product. The product is: [CH2:10]([O:12][CH:13]([O:18][CH2:19][CH3:20])[C:1]1[N:9]([CH3:21])[C:8]2[C:3]([N:2]=1)=[N:4][CH:5]=[CH:6][CH:7]=2)[CH3:11].